From a dataset of Full USPTO retrosynthesis dataset with 1.9M reactions from patents (1976-2016). Predict the reactants needed to synthesize the given product. Given the product [CH2:21]([O:20][CH2:19][CH2:18][O:17][CH2:16][CH2:15][O:14][CH2:13][CH2:12][O:11][C:8]1[CH:9]=[CH:10][C:5]([OH:4])=[CH:6][CH:7]=1)[CH2:22][CH2:23][CH2:24][CH2:25][CH2:26][CH2:27][CH2:28][CH2:29][CH:30]=[CH2:31], predict the reactants needed to synthesize it. The reactants are: C([O:4][C:5]1[CH:10]=[CH:9][C:8]([O:11][CH2:12][CH2:13][O:14][CH2:15][CH2:16][O:17][CH2:18][CH2:19][O:20][CH2:21][CH2:22][CH2:23][CH2:24][CH2:25][CH2:26][CH2:27][CH2:28][CH2:29][CH:30]=[CH2:31])=[CH:7][CH:6]=1)(=O)C.C(O)(=O)C.NN.